The task is: Predict the product of the given reaction.. This data is from Forward reaction prediction with 1.9M reactions from USPTO patents (1976-2016). (1) Given the reactants [Cl:1][C:2]1[C:3]([O:9][C:10]2[CH:17]=[C:16]([O:18]COC)[CH:15]=[CH:14][C:11]=2[CH:12]=[O:13])=[N:4][CH:5]=[C:6]([Cl:8])[CH:7]=1.Cl, predict the reaction product. The product is: [Cl:1][C:2]1[C:3]([O:9][C:10]2[CH:17]=[C:16]([OH:18])[CH:15]=[CH:14][C:11]=2[CH:12]=[O:13])=[N:4][CH:5]=[C:6]([Cl:8])[CH:7]=1. (2) Given the reactants [C@@H:1]1([N:9]2[C:18]3[N:17]=[CH:16][N:15]=[C:13]([OH:14])[C:12]=3[N:11]=[CH:10]2)[O:8][C@H:5]([CH2:6][OH:7])[C@@H:3]([OH:4])[CH2:2]1.F[P-](F)(F)(F)(F)F.[N:26]1(O[P+](N(C)C)(N(C)C)N(C)C)[C:30]2[CH:31]=[CH:32][CH:33]=[CH:34][C:29]=2[N:28]=[N:27]1.CCN(C(C)C)C(C)C, predict the reaction product. The product is: [N:26]1([O:14][C:13]2[C:12]3[N:11]=[CH:10][N:9]([C:18]=3[N:17]=[CH:16][N:15]=2)[C@@H:1]2[O:8][C@H:5]([CH2:6][OH:7])[C@@H:3]([OH:4])[CH2:2]2)[C:30]2[CH:31]=[CH:32][CH:33]=[CH:34][C:29]=2[N:28]=[N:27]1. (3) Given the reactants Cl.[F:2][C:3]([F:25])([F:24])[CH2:4][NH:5][C:6]([CH:8]1[C:16]2[C:11](=[CH:12][CH:13]=[CH:14][CH:15]=2)[CH2:10][N:9]1C(OC(C)(C)C)=O)=[O:7], predict the reaction product. The product is: [F:25][C:3]([F:2])([F:24])[CH2:4][NH:5][C:6]([CH:8]1[C:16]2[C:11](=[CH:12][CH:13]=[CH:14][CH:15]=2)[CH2:10][NH:9]1)=[O:7]. (4) The product is: [ClH:27].[C:1]([O:4][CH2:5][C@@H:6]([NH2:19])[CH2:7][C:8]1[CH:9]=[CH:10][C:11]([O:14][CH2:15][C:16]#[C:17][CH3:18])=[CH:12][CH:13]=1)(=[O:3])[CH3:2]. Given the reactants [C:1]([O:4][CH2:5][C@@H:6]([NH:19]C(OC(C)(C)C)=O)[CH2:7][C:8]1[CH:13]=[CH:12][C:11]([O:14][CH2:15][C:16]#[C:17][CH3:18])=[CH:10][CH:9]=1)(=[O:3])[CH3:2].[ClH:27].C(OCC)(=O)C, predict the reaction product. (5) Given the reactants Cl[C:2]1[N:7]=[C:6]([N:8]2[CH2:13][CH2:12][O:11][CH2:10][CH2:9]2)[N:5]=[C:4]([N:14]2[C:18]3[CH:19]=[CH:20][CH:21]=[C:22]([O:23][CH3:24])[C:17]=3[N:16]=[C:15]2[CH:25]([F:27])[F:26])[N:3]=1.[NH2:28][C@H:29]1[CH2:34][CH2:33][C@H:32]([NH:35][C:36](=[O:42])[O:37][C:38]([CH3:41])([CH3:40])[CH3:39])[CH2:31][CH2:30]1, predict the reaction product. The product is: [F:26][CH:25]([F:27])[C:15]1[N:14]([C:4]2[N:5]=[C:6]([N:8]3[CH2:13][CH2:12][O:11][CH2:10][CH2:9]3)[N:7]=[C:2]([NH:28][C@H:29]3[CH2:34][CH2:33][C@H:32]([NH:35][C:36](=[O:42])[O:37][C:38]([CH3:40])([CH3:39])[CH3:41])[CH2:31][CH2:30]3)[N:3]=2)[C:18]2[CH:19]=[CH:20][CH:21]=[C:22]([O:23][CH3:24])[C:17]=2[N:16]=1. (6) Given the reactants Cl[CH2:2][C:3]1[N:15]=[C:14]2[N:5]([C:6]([NH2:18])=[N:7][C:8]3[C:9]([O:16][CH3:17])=[CH:10][CH:11]=[CH:12][C:13]=32)[N:4]=1.[F:19][C:20]1[CH:21]=[C:22]2[C:26](=[CH:27][CH:28]=1)[CH2:25][NH:24][CH2:23]2.CCN(C(C)C)C(C)C, predict the reaction product. The product is: [F:19][C:20]1[CH:21]=[C:22]2[C:26](=[CH:27][CH:28]=1)[CH2:25][N:24]([CH2:2][C:3]1[N:15]=[C:14]3[N:5]([C:6]([NH2:18])=[N:7][C:8]4[C:9]([O:16][CH3:17])=[CH:10][CH:11]=[CH:12][C:13]=43)[N:4]=1)[CH2:23]2. (7) The product is: [CH2:1]([O:8][C:9](=[O:37])[NH:10][CH:11]([C:13](=[O:36])[NH:14][C:15]1[N:16]([C:32]([CH3:33])([CH3:35])[CH3:34])[N:17]=[C:18]([C:20]2([C:26]3[CH:27]=[CH:28][CH:29]=[CH:30][CH:31]=3)[CH2:25][CH2:24][N:23]([CH3:40])[CH2:22][CH2:21]2)[CH:19]=1)[CH3:12])[C:2]1[CH:7]=[CH:6][CH:5]=[CH:4][CH:3]=1. Given the reactants [CH2:1]([O:8][C:9](=[O:37])[NH:10][CH:11]([C:13](=[O:36])[NH:14][C:15]1[N:16]([C:32]([CH3:35])([CH3:34])[CH3:33])[N:17]=[C:18]([C:20]2([C:26]3[CH:31]=[CH:30][CH:29]=[CH:28][CH:27]=3)[CH2:25][CH2:24][NH:23][CH2:22][CH2:21]2)[CH:19]=1)[CH3:12])[C:2]1[CH:7]=[CH:6][CH:5]=[CH:4][CH:3]=1.C=O.[CH3:40]C([O-])=O.[Na+].[BH3-]C#N.[Na+], predict the reaction product. (8) Given the reactants C(OC(=O)N[C@H](C1NC=CN=1)CC1C=CC=CC=1)(C)(C)C.C[O:23][C:24](=O)[C@@H:25]([NH:33][C:34]([O:36][C:37]([CH3:40])([CH3:39])[CH3:38])=[O:35])[CH2:26][C:27]1[CH:32]=[CH:31][CH:30]=[CH:29][CH:28]=1.CC(C[AlH]CC(C)C)C, predict the reaction product. The product is: [C:37]([O:36][C:34](=[O:35])[NH:33][C@@H:25]([CH2:26][C:27]1[CH:32]=[CH:31][CH:30]=[CH:29][CH:28]=1)[CH:24]=[O:23])([CH3:40])([CH3:38])[CH3:39]. (9) Given the reactants [NH2:1][C:2]1[CH:10]=[CH:9][CH:8]=[C:7]([Cl:11])[C:3]=1[C:4]([OH:6])=O.[CH3:12][O:13][C:14]1[C:15]([NH2:20])=[CH:16][CH:17]=[CH:18][CH:19]=1, predict the reaction product. The product is: [NH2:1][C:2]1[CH:10]=[CH:9][CH:8]=[C:7]([Cl:11])[C:3]=1[C:4]([NH:20][C:15]1[CH:16]=[CH:17][CH:18]=[CH:19][C:14]=1[O:13][CH3:12])=[O:6].